This data is from Catalyst prediction with 721,799 reactions and 888 catalyst types from USPTO. The task is: Predict which catalyst facilitates the given reaction. The catalyst class is: 2. Reactant: [C:1]([C:3]1[CH:4]=[C:5]([CH:24]=[CH:25][C:26]=1[O:27][CH:28]([CH3:30])[CH3:29])[CH2:6][O:7][C:8]1[CH:16]=[CH:15][C:14]2[N:13]3[CH2:17][CH2:18][CH:19]([CH2:20][C:21]([OH:23])=[O:22])[C:12]3=[CH:11][C:10]=2[CH:9]=1)#[N:2].C1C(=O)N([Cl:38])C(=O)C1. Product: [Cl:38][C:11]1[C:10]2[CH:9]=[C:8]([O:7][CH2:6][C:5]3[CH:24]=[CH:25][C:26]([O:27][CH:28]([CH3:30])[CH3:29])=[C:3]([C:1]#[N:2])[CH:4]=3)[CH:16]=[CH:15][C:14]=2[N:13]2[CH2:17][CH2:18][CH:19]([CH2:20][C:21]([OH:23])=[O:22])[C:12]=12.